The task is: Binary Classification. Given a T-cell receptor sequence (or CDR3 region) and an epitope sequence, predict whether binding occurs between them.. This data is from TCR-epitope binding with 47,182 pairs between 192 epitopes and 23,139 TCRs. (1) The epitope is ALLADKFPV. The TCR CDR3 sequence is CASSQEMNRVVGNEQFF. Result: 0 (the TCR does not bind to the epitope). (2) The epitope is RLRAEAQVK. The TCR CDR3 sequence is CSAVTVYGYTF. Result: 1 (the TCR binds to the epitope). (3) The epitope is KLVALGINAV. The TCR CDR3 sequence is CSVVLATIYEQYF. Result: 0 (the TCR does not bind to the epitope). (4) Result: 0 (the TCR does not bind to the epitope). The TCR CDR3 sequence is CASSYSWQGLNTEAFF. The epitope is IYSKHTPINL. (5) The epitope is HSKKKCDEL. The TCR CDR3 sequence is CASSFQEGASSPLHF. Result: 0 (the TCR does not bind to the epitope). (6) The epitope is RISNCVADY. The TCR CDR3 sequence is CASSLRTTGAEAFF. Result: 1 (the TCR binds to the epitope). (7) The epitope is NLVPMVATV. The TCR CDR3 sequence is CASSEDRGLADTQYF. Result: 1 (the TCR binds to the epitope).